Dataset: KCNQ2 potassium channel screen with 302,405 compounds. Task: Binary Classification. Given a drug SMILES string, predict its activity (active/inactive) in a high-throughput screening assay against a specified biological target. (1) The drug is s1c(c(nc1NC(=O)c1cc(ccc1)C)C)C(=O)C. The result is 0 (inactive). (2) The molecule is s1c(CC(=O)NN\C=C2\c3c(N=C2C)cccc3)ccc1. The result is 0 (inactive). (3) The result is 0 (inactive). The compound is O1C(C(=O)N(CC(=O)N2CCCC2)c2c1cccc2)C. (4) The compound is O=C(NCCN(CC)CC)Cn1nc(c2c(c1=O)cccc2)c1ccccc1. The result is 0 (inactive). (5) The result is 0 (inactive). The compound is O=C1N(c2c(C1NC(=O)C)cc(OC)cc2)CC. (6) The molecule is S=C(NCCC=1CCCCC1)NC(=O)c1occc1. The result is 1 (active).